Predict the reaction yield, written as a fraction of the theoretical maximum amount of product (1.0 means a 100% yield; for example, 0.34 means a 34% yield). From a dataset of Reaction yield outcomes from USPTO patents with 853,638 reactions. (1) The reactants are [CH3:1][N:2]1[C:6]([C:7]2[CH:8]=[C:9]([C:13]([OH:15])=O)[S:10][C:11]=2[CH3:12])=[C:5]([CH3:16])[CH:4]=[N:3]1.[NH2:17][C@@H:18]([CH2:31][C:32]1[CH:37]=[C:36]([F:38])[CH:35]=[CH:34][C:33]=1[F:39])[CH2:19][N:20]1[C:28](=[O:29])[C:27]2[C:22](=[CH:23][CH:24]=[CH:25][CH:26]=2)[C:21]1=[O:30].FC1C=CC=C(F)C=1C[C@@H](C(O)=O)N.C1CN([P+](Br)(N2CCCC2)N2CCCC2)CC1.F[P-](F)(F)(F)(F)F.CCN(C(C)C)C(C)C. The catalyst is C(Cl)(Cl)Cl. The product is [F:39][C:33]1[CH:34]=[CH:35][C:36]([F:38])=[CH:37][C:32]=1[CH2:31][C@H:18]([NH:17][C:13]([C:9]1[S:10][C:11]([CH3:12])=[C:7]([C:6]2[N:2]([CH3:1])[N:3]=[CH:4][C:5]=2[CH3:16])[CH:8]=1)=[O:15])[CH2:19][N:20]1[C:28](=[O:29])[C:27]2[C:22](=[CH:23][CH:24]=[CH:25][CH:26]=2)[C:21]1=[O:30]. The yield is 0.620. (2) The reactants are [O:1]1[CH:5]=[CH:4][CH:3]=[C:2]1[C:6](=[NH:29])[NH:7][C:8]1[CH:9]=[CH:10][C:11]2[N:16]([CH2:17][CH2:18][N:19](C)[C:20](=O)OC(C)(C)C)[CH2:15][CH2:14][S:13][C:12]=2[CH:28]=1.FC(F)(F)C(O)=O. The catalyst is C(Cl)Cl. The product is [CH3:20][NH:19][CH2:18][CH2:17][N:16]1[CH2:15][CH2:14][S:13][C:12]2[CH:28]=[C:8]([NH:7][C:6]([C:2]3[O:1][CH:5]=[CH:4][CH:3]=3)=[NH:29])[CH:9]=[CH:10][C:11]1=2. The yield is 0.760. (3) The reactants are [CH:1]1([NH:4][C:5]2[C:14]3[C:9](=[CH:10][C:11]([NH:15][CH2:16][C:17]4[CH:18]=[C:19]([S:23]([CH3:31])(=[N:25]C(OCC)=O)=[O:24])[CH:20]=[CH:21][CH:22]=4)=[CH:12][CH:13]=3)[N:8]=[CH:7][N:6]=2)[CH2:3][CH2:2]1.CCCCCC.C(OCC)(=O)C.C(OCC)(=O)C.ClCCl.CO. The catalyst is CO. The product is [CH:1]1([NH:4][C:5]2[C:14]3[C:9](=[CH:10][C:11]([NH:15][CH2:16][C:17]4[CH:18]=[C:19]([S:23]([CH3:31])(=[NH:25])=[O:24])[CH:20]=[CH:21][CH:22]=4)=[CH:12][CH:13]=3)[N:8]=[CH:7][N:6]=2)[CH2:2][CH2:3]1. The yield is 0.740. (4) The reactants are [CH3:1][C:2]1[CH:7]=[C:6]([N+:8]([O-:10])=[O:9])[CH:5]=[CH:4][C:3]=1[NH:11][C:12](=[O:19])[C:13]1[CH:18]=[CH:17][CH:16]=[CH:15][CH:14]=1.[C:20](=O)([O-])[O-].[Cs+].[Cs+].CI. The catalyst is CN(C=O)C. The product is [CH3:20][N:11]([C:3]1[CH:4]=[CH:5][C:6]([N+:8]([O-:10])=[O:9])=[CH:7][C:2]=1[CH3:1])[C:12](=[O:19])[C:13]1[CH:14]=[CH:15][CH:16]=[CH:17][CH:18]=1. The yield is 0.950. (5) The reactants are F[C:2]1[CH:9]=[CH:8][C:5]([C:6]#[N:7])=[CH:4][C:3]=1[C:10]([F:13])([F:12])[F:11].[CH:14]([OH:17])([CH3:16])[CH3:15].CC([O-])(C)C.[K+]. The catalyst is C1COCC1. The product is [CH:14]([O:17][C:2]1[CH:9]=[CH:8][C:5]([C:6]#[N:7])=[CH:4][C:3]=1[C:10]([F:13])([F:12])[F:11])([CH3:16])[CH3:15]. The yield is 0.980. (6) The reactants are [C:1]([OH:10])(=[O:9])[C@H:2]([C@@H:4]([C:6]([OH:8])=[O:7])[OH:5])[OH:3].[CH2:11]([O:18][C:19](=[O:36])[C:20]([CH3:35])([O:22][C:23]1[CH:28]=[CH:27][CH:26]=[C:25]([CH:29]2[CH2:34][CH2:33][CH2:32][NH:31][CH2:30]2)[CH:24]=1)[CH3:21])[C:12]1[CH:17]=[CH:16][CH:15]=[CH:14][CH:13]=1. The catalyst is CC(=O)CC. The product is [C:6]([C@H:4]([C@@H:2]([C:1]([OH:10])=[O:9])[OH:3])[OH:5])([OH:8])=[O:7].[CH2:11]([O:18][C:19](=[O:36])[C:20]([CH3:21])([O:22][C:23]1[CH:28]=[CH:27][CH:26]=[C:25]([C@H:29]2[CH2:34][CH2:33][CH2:32][NH:31][CH2:30]2)[CH:24]=1)[CH3:35])[C:12]1[CH:17]=[CH:16][CH:15]=[CH:14][CH:13]=1. The yield is 0.890. (7) The reactants are [C:1]([O:5][C:6]([NH:8][CH:9]([CH:14]1[CH2:19][CH2:18][N:17]([C:20]2[N:25]=[C:24](/[CH:26]=[C:27]3/[C:28](=[O:33])[NH:29][C:30](=[O:32])[S:31]/3)[CH:23]=[CH:22][N:21]=2)[CH2:16][CH2:15]1)[CH2:10][C:11](O)=[O:12])=[O:7])([CH3:4])([CH3:3])[CH3:2].CN(C=O)C.CCN(C(C)C)C(C)C.[F:48][C:49]([F:60])([F:59])[O:50][C:51]1[CH:52]=[C:53]([CH2:57][NH2:58])[CH:54]=[CH:55][CH:56]=1.CN(C(ON1N=NC2C=CC=CC1=2)=[N+](C)C)C.F[P-](F)(F)(F)(F)F. No catalyst specified. The product is [O:32]=[C:30]1[NH:29][C:28](=[O:33])/[C:27](=[CH:26]/[C:24]2[CH:23]=[CH:22][N:21]=[C:20]([N:17]3[CH2:18][CH2:19][CH:14]([CH:9]([NH:8][C:6](=[O:7])[O:5][C:1]([CH3:3])([CH3:4])[CH3:2])[CH2:10][C:11](=[O:12])[NH:58][CH2:57][C:53]4[CH:54]=[CH:55][CH:56]=[C:51]([O:50][C:49]([F:48])([F:59])[F:60])[CH:52]=4)[CH2:15][CH2:16]3)[N:25]=2)/[S:31]1. The yield is 0.587.